This data is from Full USPTO retrosynthesis dataset with 1.9M reactions from patents (1976-2016). The task is: Predict the reactants needed to synthesize the given product. The reactants are: [C:1]([O:5][C:6](=[O:25])[NH:7][C@@H:8]([C@H:16]1[CH2:21][CH2:20][C@@H:19]([N:22]=[N+]=[N-])[CH2:18][CH2:17]1)[C:9](=[O:15])[N:10]1[CH2:14][CH2:13][CH2:12][CH2:11]1)([CH3:4])([CH3:3])[CH3:2].[H][H]. Given the product [C:1]([O:5][C:6](=[O:25])[NH:7][C@@H:8]([C@H:16]1[CH2:21][CH2:20][C@@H:19]([NH2:22])[CH2:18][CH2:17]1)[C:9](=[O:15])[N:10]1[CH2:11][CH2:12][CH2:13][CH2:14]1)([CH3:4])([CH3:2])[CH3:3], predict the reactants needed to synthesize it.